From a dataset of Catalyst prediction with 721,799 reactions and 888 catalyst types from USPTO. Predict which catalyst facilitates the given reaction. (1) Reactant: [O:1]1[C:5]2[CH:6]=[CH:7][CH:8]=[CH:9][C:4]=2[CH:3]=[C:2]1[CH2:10]O.C1C=CC(P([N:26]=[N+:27]=[N-:28])(C2C=CC=CC=2)=O)=CC=1.C1CCN2C(=NCCC2)CC1. Product: [N:26]([CH2:10][C:2]1[O:1][C:5]2[CH:6]=[CH:7][CH:8]=[CH:9][C:4]=2[CH:3]=1)=[N+:27]=[N-:28]. The catalyst class is: 11. (2) Reactant: [OH:1][C:2]1[C:11]2[C:6](=[CH:7][CH:8]=[CH:9][CH:10]=2)[CH:5]=[CH:4][C:3]=1[C:12]([OH:14])=O.C(N(C(C)C)C(C)C)C.CN(C(ON1N=NC2C=CC=CC1=2)=[N+](C)C)C.F[P-](F)(F)(F)(F)F.[C:48]([O:52][C:53]([NH:55][C@@H:56]1[CH2:61][C@H:60]([NH:62][C:63]([O:65][C:66]([CH3:69])([CH3:68])[CH3:67])=[O:64])[CH2:59][N:58]([C:70]2[CH:75]=[C:74]([N:76]3[CH2:81][C@@H:80]([NH:82][C:83]([O:85][C:86]([CH3:89])([CH3:88])[CH3:87])=[O:84])[CH2:79][C@@H:78]([NH:90][C:91]([O:93][C:94]([CH3:97])([CH3:96])[CH3:95])=[O:92])[CH2:77]3)[N:73]=[C:72]([NH:98][C:99]3[CH:104]=[CH:103][C:102]([NH2:105])=[CH:101][CH:100]=3)[CH:71]=2)[CH2:57]1)=[O:54])([CH3:51])([CH3:50])[CH3:49]. Product: [C:48]([O:52][C:53]([NH:55][C@@H:56]1[CH2:61][C@H:60]([NH:62][C:63]([O:65][C:66]([CH3:67])([CH3:68])[CH3:69])=[O:64])[CH2:59][N:58]([C:70]2[CH:75]=[C:74]([N:76]3[CH2:77][C@@H:78]([NH:90][C:91]([O:93][C:94]([CH3:97])([CH3:96])[CH3:95])=[O:92])[CH2:79][C@@H:80]([NH:82][C:83]([O:85][C:86]([CH3:89])([CH3:88])[CH3:87])=[O:84])[CH2:81]3)[N:73]=[C:72]([NH:98][C:99]3[CH:104]=[CH:103][C:102]([NH:105][C:12]([C:3]4[CH:4]=[CH:5][C:6]5[C:11](=[CH:10][CH:9]=[CH:8][CH:7]=5)[C:2]=4[OH:1])=[O:14])=[CH:101][CH:100]=3)[CH:71]=2)[CH2:57]1)=[O:54])([CH3:49])([CH3:50])[CH3:51]. The catalyst class is: 474.